Dataset: Catalyst prediction with 721,799 reactions and 888 catalyst types from USPTO. Task: Predict which catalyst facilitates the given reaction. (1) Reactant: [CH3:1][C:2]1[CH:6]=[C:5]([CH3:7])[N:4]([C:8]2[N:13]=[C:12]([CH3:14])[CH:11]=[C:10]([CH3:15])[N:9]=2)[N:3]=1.[ClH:16]. Product: [ClH:16].[CH3:1][C:2]1[CH:6]=[C:5]([CH3:7])[N:4]([C:8]2[N:13]=[C:12]([CH3:14])[CH:11]=[C:10]([CH3:15])[N:9]=2)[N:3]=1. The catalyst class is: 5. (2) Reactant: Cl[CH2:2][CH2:3][CH2:4][O:5][C:6]1[CH:11]=[CH:10][CH:9]=[C:8]([N+:12]([O-:14])=[O:13])[CH:7]=1.[CH3:15][NH2:16]. Product: [CH3:15][NH:16][CH2:2][CH2:3][CH2:4][O:5][C:6]1[CH:11]=[CH:10][CH:9]=[C:8]([N+:12]([O-:14])=[O:13])[CH:7]=1. The catalyst class is: 5. (3) Reactant: S(O)(O)(=O)=O.[CH2:6]([N:10]([CH2:47][CH2:48][NH:49][CH2:50][CH2:51][C:52]1[C:57]2[O:58][CH2:59][C:60](=[O:62])[NH:61][C:56]=2[C:55]([OH:63])=[CH:54][CH:53]=1)[C:11](=[O:46])[CH2:12][CH2:13][O:14][CH2:15][CH2:16][C:17]1[CH:22]=[CH:21][CH:20]=[C:19]([CH2:23][CH2:24][N:25]2[CH2:45][CH2:44][C:28]3([O:33][CH2:32][CH2:31][N:30]([C:34]([C:36]4[N:37]=[C:38]([CH:41]([CH3:43])[CH3:42])[S:39][CH:40]=4)=[O:35])[CH2:29]3)[CH2:27][CH2:26]2)[CH:18]=1)[CH2:7][CH2:8][CH3:9]. Product: [CH2:6]([N:10]([CH2:47][CH2:48][NH:49][CH2:50][CH2:51][C:52]1[C:57]2[O:58][CH2:59][C:60](=[O:62])[NH:61][C:56]=2[C:55]([OH:63])=[CH:54][CH:53]=1)[C:11](=[O:46])[CH2:12][CH2:13][O:14][CH2:15][CH2:16][C:17]1[CH:22]=[CH:21][CH:20]=[C:19]([CH2:23][CH2:24][N:25]2[CH2:45][CH2:44][C:28]3([O:33][CH2:32][CH2:31][N:30]([C:34]([C:36]4[N:37]=[C:38]([CH:41]([CH3:42])[CH3:43])[S:39][CH:40]=4)=[O:35])[CH2:29]3)[CH2:27][CH2:26]2)[CH:18]=1)[CH2:7][CH2:8][CH3:9]. The catalyst class is: 61. (4) Reactant: [Cl:1][C:2]1[CH:7]=[CH:6][C:5]([Cl:8])=[CH:4][C:3]=1B(O)O.Br[C:13]1[CH:14]=[C:15]([S:19]([NH:22][C:23]2[CH:28]=[CH:27][CH:26]=[CH:25][C:24]=2[S:29]([NH2:32])(=[O:31])=[O:30])(=[O:21])=[O:20])[CH:16]=[CH:17][CH:18]=1.C([O-])([O-])=O.[Na+].[Na+]. Product: [Cl:1][C:2]1[CH:7]=[CH:6][C:5]([Cl:8])=[CH:4][C:3]=1[C:13]1[CH:14]=[C:15]([S:19]([NH:22][C:23]2[CH:28]=[CH:27][CH:26]=[CH:25][C:24]=2[S:29]([NH2:32])(=[O:30])=[O:31])(=[O:21])=[O:20])[CH:16]=[CH:17][CH:18]=1. The catalyst class is: 128. (5) Reactant: [CH:1]1[CH:6]=[C:5]([NH:7][C:8]2[N:13]=[CH:12][CH:11]=[CH:10][CH:9]=2)[N:4]=[CH:3][CH:2]=1.[H-].[Na+].Cl[CH2:17][C:18]1N(C)[C:21]2C=[CH:25][CH:26]=[CH:27][C:20]=2[N:19]=1. Product: [CH3:21][C:20]1[N:19]=[C:18]([CH2:17][N:7]([C:5]2[CH:6]=[CH:1][CH:2]=[CH:3][N:4]=2)[C:8]2[CH:9]=[CH:10][CH:11]=[CH:12][N:13]=2)[CH:25]=[CH:26][CH:27]=1. The catalyst class is: 9. (6) Reactant: [OH:1][C:2]1[C:7]2[CH:8]=[C:9]([CH3:11])[O:10][C:6]=2[CH:5]=[C:4]([C:12]([O:14][CH2:15][CH3:16])=[O:13])[CH:3]=1.Br[C:18]1[CH:23]=[CH:22][C:21]([S:24]([CH3:27])(=[O:26])=[O:25])=[CH:20][N:19]=1.C([O-])([O-])=O.[Cs+].[Cs+]. Product: [CH3:11][C:9]1[O:10][C:6]2[CH:5]=[C:4]([C:12]([O:14][CH2:15][CH3:16])=[O:13])[CH:3]=[C:2]([O:1][C:18]3[CH:23]=[CH:22][C:21]([S:24]([CH3:27])(=[O:26])=[O:25])=[CH:20][N:19]=3)[C:7]=2[CH:8]=1. The catalyst class is: 122.